Dataset: Forward reaction prediction with 1.9M reactions from USPTO patents (1976-2016). Task: Predict the product of the given reaction. (1) The product is: [Cl:1][C:2]1[CH:3]=[C:4]2[C:5]([C:35]([C:34]3[C:29]([F:28])=[C:30]([NH:38][S:39]([C:42]4[S:43][CH:44]=[CH:45][CH:46]=4)(=[O:41])=[O:40])[CH:31]=[CH:32][C:33]=3[F:37])=[O:36])=[CH:6][NH:7][C:8]2=[N:9][CH:10]=1. Given the reactants [Cl:1][C:2]1[CH:3]=[C:4]2[C:8](=[N:9][CH:10]=1)[NH:7][CH:6]=[CH:5]2.FC1C(C=O)=C(F)C=CC=1NS(C(C)C)(=O)=O.[F:28][C:29]1[C:34]([CH:35]=[O:36])=[C:33]([F:37])[CH:32]=[CH:31][C:30]=1[NH:38][S:39]([C:42]1[S:43][CH:44]=[CH:45][CH:46]=1)(=[O:41])=[O:40], predict the reaction product. (2) The product is: [CH3:18][C:10]1[CH:11]=[C:12]([CH:13]=[CH:14][C:9]=1[O:8][C:5]1[CH:4]=[N:3][C:2]([CH3:1])=[CH:7][CH:6]=1)[NH2:15]. Given the reactants [CH3:1][C:2]1[CH:7]=[CH:6][C:5]([O:8][C:9]2[CH:14]=[CH:13][C:12]([N+:15]([O-])=O)=[CH:11][C:10]=2[CH3:18])=[CH:4][N:3]=1.[H][H], predict the reaction product.